Dataset: Forward reaction prediction with 1.9M reactions from USPTO patents (1976-2016). Task: Predict the product of the given reaction. Given the reactants COC1C=CC(C[O:8][C:9](=[O:14])[C:10]([CH3:13])([CH3:12])[CH3:11])=CC=1.[C:17]([NH:27][C@@H:28]([C:32]([OH:34])=[O:33])[CH:29]([CH3:31])[CH3:30])([O:19][CH2:20][C:21]1[CH:26]=[CH:25][CH:24]=[CH:23][CH:22]=1)=[O:18].C1CCC(N=C=NC2CCCCC2)CC1, predict the reaction product. The product is: [CH3:11][C:10]([CH3:13])([CH2:12][O:33][C:32](=[O:34])[C@@H:28]([CH:29]([CH3:30])[CH3:31])[NH:27][C:17]([O:19][CH2:20][C:21]1[CH:26]=[CH:25][CH:24]=[CH:23][CH:22]=1)=[O:18])[C:9]([OH:14])=[O:8].